Dataset: NCI-60 drug combinations with 297,098 pairs across 59 cell lines. Task: Regression. Given two drug SMILES strings and cell line genomic features, predict the synergy score measuring deviation from expected non-interaction effect. (1) Drug 1: C1=NC2=C(N=C(N=C2N1C3C(C(C(O3)CO)O)F)Cl)N. Drug 2: CN(CCCl)CCCl.Cl. Cell line: M14. Synergy scores: CSS=6.59, Synergy_ZIP=-5.06, Synergy_Bliss=-8.10, Synergy_Loewe=-2.50, Synergy_HSA=-6.00. (2) Drug 1: CCC1=C2CN3C(=CC4=C(C3=O)COC(=O)C4(CC)O)C2=NC5=C1C=C(C=C5)O. Drug 2: N.N.Cl[Pt+2]Cl. Cell line: NCIH23. Synergy scores: CSS=60.0, Synergy_ZIP=-0.645, Synergy_Bliss=2.76, Synergy_Loewe=5.35, Synergy_HSA=6.84.